The task is: Predict which catalyst facilitates the given reaction.. This data is from Catalyst prediction with 721,799 reactions and 888 catalyst types from USPTO. (1) Product: [O:23]1[CH2:24][CH2:25][N:20]([C:26]2[N:31]=[CH:30][C:29]([C:2]3[N:7]=[C:6]([N:8]4[CH2:13][CH2:12][O:11][CH2:10][CH2:9]4)[N:5]=[C:4]([N:14]4[CH2:19][CH2:18][O:17][CH2:16][CH2:15]4)[N:3]=3)=[CH:28][CH:27]=2)[CH2:21][CH2:22]1. Reactant: Cl[C:2]1[N:7]=[C:6]([N:8]2[CH2:13][CH2:12][O:11][CH2:10][CH2:9]2)[N:5]=[C:4]([N:14]2[CH2:19][CH2:18][O:17][CH2:16][CH2:15]2)[N:3]=1.[N:20]1([C:26]2[N:31]=[CH:30][C:29](B3OC(C)(C)C(C)(C)O3)=[CH:28][CH:27]=2)[CH2:25][CH2:24][O:23][CH2:22][CH2:21]1. The catalyst class is: 195. (2) Reactant: C1C=C(Cl)C=C(C(OO)=O)C=1.[CH2:12]([O:19][C:20]1[CH:29]=[C:28]2[C:23]([C:24]3[N:32]4[CH2:33][CH2:34][CH2:35][N:36]([S:38]([CH3:41])(=[O:40])=[O:39])[CH2:37][C:31]4=[N:30][C:25]=3[CH:26]=[N:27]2)=[CH:22][CH:21]=1)[C:13]1[CH:18]=[CH:17][CH:16]=[CH:15][CH:14]=1.[OH-].[NH4+:43].C1(C)C=CC(S(Cl)(=O)=O)=CC=1. Product: [CH2:12]([O:19][C:20]1[CH:29]=[C:28]2[C:23]([C:24]3[N:32]4[CH2:33][CH2:34][CH2:35][N:36]([S:38]([CH3:41])(=[O:40])=[O:39])[CH2:37][C:31]4=[N:30][C:25]=3[C:26]([NH2:43])=[N:27]2)=[CH:22][CH:21]=1)[C:13]1[CH:18]=[CH:17][CH:16]=[CH:15][CH:14]=1. The catalyst class is: 22. (3) Product: [CH:23]1([C:10]2[CH:11]=[C:12]([C:15]3[CH:20]=[CH:19][C:18]([F:21])=[C:17]([F:22])[CH:16]=3)[CH:13]=[CH:14][C:9]=2[O:8][CH2:7][C:6]([OH:29])=[O:5])[CH2:28][CH2:27][CH2:26][CH2:25][CH2:24]1. The catalyst class is: 38. Reactant: [OH-].[Na+].C([O:5][C:6](=[O:29])[CH2:7][O:8][C:9]1[CH:14]=[CH:13][C:12]([C:15]2[CH:20]=[CH:19][C:18]([F:21])=[C:17]([F:22])[CH:16]=2)=[CH:11][C:10]=1[CH:23]1[CH2:28][CH2:27][CH2:26][CH2:25][CH2:24]1)C.Cl. (4) Reactant: [Li+].[OH-].[O:3]=[C:4]1[N:10]([CH:11]2[CH2:16][CH2:15][N:14]([C:17]([O:19][C@@H:20]([C:35]([O:37]C)=[O:36])[CH2:21][C:22]3[CH:33]=[C:32]([CH3:34])[C:25]4[NH:26][C:27]([N:29]([CH3:31])[CH3:30])=[N:28][C:24]=4[CH:23]=3)=[O:18])[CH2:13][CH2:12]2)[CH2:9][CH2:8][C:7]2[CH:39]=[CH:40][CH:41]=[CH:42][C:6]=2[NH:5]1.Cl. Product: [O:3]=[C:4]1[N:10]([CH:11]2[CH2:12][CH2:13][N:14]([C:17]([O:19][C@@H:20]([C:35]([OH:37])=[O:36])[CH2:21][C:22]3[CH:33]=[C:32]([CH3:34])[C:25]4[NH:26][C:27]([N:29]([CH3:31])[CH3:30])=[N:28][C:24]=4[CH:23]=3)=[O:18])[CH2:15][CH2:16]2)[CH2:9][CH2:8][C:7]2[CH:39]=[CH:40][CH:41]=[CH:42][C:6]=2[NH:5]1. The catalyst class is: 90. (5) Reactant: [Br:1][C:2]1[CH:7]=[CH:6][C:5]([NH:8][C:9]2[CH:16]=[CH:15][C:12]([C:13]#[N:14])=[CH:11][CH:10]=2)=[CH:4][C:3]=1[CH3:17].[C:18](O[C:18]([O:20][C:21]([CH3:24])([CH3:23])[CH3:22])=[O:19])([O:20][C:21]([CH3:24])([CH3:23])[CH3:22])=[O:19]. Product: [Br:1][C:2]1[CH:7]=[CH:6][C:5]([N:8]([C:9]2[CH:16]=[CH:15][C:12]([C:13]#[N:14])=[CH:11][CH:10]=2)[C:18](=[O:19])[O:20][C:21]([CH3:24])([CH3:23])[CH3:22])=[CH:4][C:3]=1[CH3:17]. The catalyst class is: 7. (6) Reactant: O.[NH2:2][NH2:3].[CH:4]1([C:7](=O)[CH2:8][C:9](=O)[CH3:10])[CH2:6][CH2:5]1. Product: [CH:4]1([C:7]2[NH:3][N:2]=[C:9]([CH3:10])[CH:8]=2)[CH2:6][CH2:5]1. The catalyst class is: 8.